This data is from Forward reaction prediction with 1.9M reactions from USPTO patents (1976-2016). The task is: Predict the product of the given reaction. (1) The product is: [C:15]([O:19][C:20](=[O:23])[CH2:21][N:5]1[CH:6]=[CH:7][N:8]=[C:4]1[N+:1]([O-:3])=[O:2])([CH3:18])([CH3:17])[CH3:16]. Given the reactants [N+:1]([C:4]1[NH:5][CH:6]=[CH:7][N:8]=1)([O-:3])=[O:2].C(=O)([O-])[O-].[K+].[K+].[C:15]([O:19][C:20](=[O:23])[CH2:21]Br)([CH3:18])([CH3:17])[CH3:16], predict the reaction product. (2) Given the reactants [H-].[Na+].N1C[CH:4]1[C:6](OC)=[O:7].Cl[C:11]1[N:16]=[C:15]([Cl:17])[N:14]=[C:13]2[NH:18][N:19]=[C:20]([S:21][CH3:22])[C:12]=12.O, predict the reaction product. The product is: [Cl:17][C:15]1[N:14]=[C:13]2[NH:18][N:19]=[C:20]([S:21][CH3:22])[C:12]2=[C:11]([O:7][CH2:6][CH3:4])[N:16]=1. (3) Given the reactants FC(F)(F)C([NH:5][CH2:6][C:7]([NH:9][CH2:10][C@:11]1([CH2:26][OH:27])[O:15][C@@H:14]([N:16]2[CH:24]=[C:22]([CH3:23])[C:20](=[O:21])[NH:19][C:17]2=[O:18])[CH2:13][C@@H:12]1[OH:25])=[O:8])=O, predict the reaction product. The product is: [NH2:5][CH2:6][C:7]([NH:9][CH2:10][C@:11]1([CH2:26][OH:27])[O:15][C@@H:14]([N:16]2[CH:24]=[C:22]([CH3:23])[C:20](=[O:21])[NH:19][C:17]2=[O:18])[CH2:13][C@@H:12]1[OH:25])=[O:8]. (4) Given the reactants [Br:1][C:2]1[C:3]([F:20])=[C:4]([F:19])[C:5]([NH:11][C:12]2[CH:17]=[CH:16][CH:15]=[CH:14][C:13]=2[Cl:18])=[C:6]([CH:10]=1)[C:7]([OH:9])=[O:8].S(Cl)(Cl)=O.[CH3:25]O, predict the reaction product. The product is: [Br:1][C:2]1[C:3]([F:20])=[C:4]([F:19])[C:5]([NH:11][C:12]2[CH:17]=[CH:16][CH:15]=[CH:14][C:13]=2[Cl:18])=[C:6]([CH:10]=1)[C:7]([O:9][CH3:25])=[O:8]. (5) Given the reactants Cl.[NH2:2][C:3]([NH2:5])=[NH:4].CC[O-].[Na+].[Cl:10][C:11]1[CH:32]=[CH:31][C:14]2[S:15][C:16]([C:24](=O)/[CH:25]=[CH:26]/N(C)C)=[C:17]([C:18]3[CH:23]=[CH:22][CH:21]=[CH:20][CH:19]=3)[C:13]=2[CH:12]=1, predict the reaction product. The product is: [Cl:10][C:11]1[CH:32]=[CH:31][C:14]2[S:15][C:16]([C:24]3[CH:25]=[CH:26][N:2]=[C:3]([NH2:5])[N:4]=3)=[C:17]([C:18]3[CH:23]=[CH:22][CH:21]=[CH:20][CH:19]=3)[C:13]=2[CH:12]=1. (6) Given the reactants [CH3:1][O:2][C:3](=[O:42])[CH2:4][C@H:5]1[C:9]2[CH:10]=[CH:11][C:12]([O:14][CH2:15][C:16]3[CH:17]=[C:18]([C:22]4[C:27]([CH3:28])=[CH:26][C:25]([O:29][CH:30]5[CH2:33][N:32](C(OC(C)(C)C)=O)[CH2:31]5)=[CH:24][C:23]=4[CH3:41])[CH:19]=[CH:20][CH:21]=3)=[CH:13][C:8]=2[O:7][CH2:6]1.[F:43][C:44]([F:49])([F:48])[C:45]([OH:47])=[O:46], predict the reaction product. The product is: [F:43][C:44]([F:49])([F:48])[C:45]([OH:47])=[O:46].[NH:32]1[CH2:33][CH:30]([O:29][C:25]2[CH:24]=[C:23]([CH3:41])[C:22]([C:18]3[CH:19]=[CH:20][CH:21]=[C:16]([CH2:15][O:14][C:12]4[CH:11]=[CH:10][C:9]5[C@H:5]([CH2:4][C:3]([O:2][CH3:1])=[O:42])[CH2:6][O:7][C:8]=5[CH:13]=4)[CH:17]=3)=[C:27]([CH3:28])[CH:26]=2)[CH2:31]1. (7) Given the reactants [CH3:1][O:2][C:3]1[CH:22]=[CH:21][C:6]([CH2:7][C@@H:8]2[C:12]3=[N:13][C:14]4[CH:19]=[CH:18][CH:17]=[CH:16][C:15]=4[N:11]3[C:10](=[O:20])[NH:9]2)=[CH:5][CH:4]=1.FC(F)(F)C(O)=O.[NH2:30][C@@H:31]1[CH2:36][CH2:35][C@H:34]([OH:37])[CH2:33][CH2:32]1.C(O)(C(F)(F)F)=O, predict the reaction product. The product is: [NH:11]1[C:15]2[CH:16]=[CH:17][CH:18]=[CH:19][C:14]=2[N:13]=[C:12]1[C@H:8]([NH:9][C:10]([NH:30][C@H:31]1[CH2:36][CH2:35][C@@H:34]([OH:37])[CH2:33][CH2:32]1)=[O:20])[CH2:7][C:6]1[CH:21]=[CH:22][C:3]([O:2][CH3:1])=[CH:4][CH:5]=1.